This data is from Catalyst prediction with 721,799 reactions and 888 catalyst types from USPTO. The task is: Predict which catalyst facilitates the given reaction. (1) Reactant: CN1CCOCC1.F[P-](F)(F)(F)(F)F.N1(O[P+](N(C)C)(N(C)C)N(C)C)C2C=CC=CC=2N=N1.[F:35][C:36]([F:50])([F:49])[C:37]1[C:38]([N:43]2[CH2:48][CH2:47][NH:46][CH2:45][CH2:44]2)=[N:39][CH:40]=[CH:41][CH:42]=1.[C:51]([O:55][C:56]([N:58]1[CH2:70][CH2:69][C:61]2([O:65][N:64]=[C:63]([C:66](O)=[O:67])[CH2:62]2)[CH2:60][CH2:59]1)=[O:57])([CH3:54])([CH3:53])[CH3:52]. Product: [C:51]([O:55][C:56]([N:58]1[CH2:70][CH2:69][C:61]2([O:65][N:64]=[C:63]([C:66]([N:46]3[CH2:45][CH2:44][N:43]([C:38]4[C:37]([C:36]([F:35])([F:49])[F:50])=[CH:42][CH:41]=[CH:40][N:39]=4)[CH2:48][CH2:47]3)=[O:67])[CH2:62]2)[CH2:60][CH2:59]1)=[O:57])([CH3:54])([CH3:52])[CH3:53]. The catalyst class is: 3. (2) Reactant: [Cl:1][CH2:2][C:3]1[CH:12]=[CH:11][C:6]2[C:7]([OH:10])=[N:8][O:9][C:5]=2[CH:4]=1.[C:13]1([C:19](Cl)([C:26]2[CH:31]=[CH:30][CH:29]=[CH:28][CH:27]=2)[C:20]2[CH:25]=[CH:24][CH:23]=[CH:22][CH:21]=2)[CH:18]=[CH:17][CH:16]=[CH:15][CH:14]=1.N1C=CC=CC=1.O. Product: [Cl:1][CH2:2][C:3]1[CH:12]=[CH:11][C:6]2[C:7](=[O:10])[N:8]([C:19]([C:13]3[CH:18]=[CH:17][CH:16]=[CH:15][CH:14]=3)([C:26]3[CH:27]=[CH:28][CH:29]=[CH:30][CH:31]=3)[C:20]3[CH:21]=[CH:22][CH:23]=[CH:24][CH:25]=3)[O:9][C:5]=2[CH:4]=1. The catalyst class is: 2. (3) Reactant: Cl[C:2]1[C:11]2[C:6](=[CH:7][C:8]([O:14][CH3:15])=[C:9]([O:12][CH3:13])[CH:10]=2)[N:5]=[CH:4][CH:3]=1.[CH3:16][C:17]([C:19]1[CH:28]=[CH:27][C:26]2[C:21](=[CH:22][CH:23]=[CH:24][CH:25]=2)[C:20]=1[OH:29])=[O:18].O. Product: [CH3:13][O:12][C:9]1[CH:10]=[C:11]2[C:6](=[CH:7][C:8]=1[O:14][CH3:15])[N:5]=[CH:4][CH:3]=[C:2]2[O:29][C:20]1[C:21]2[C:26](=[CH:25][CH:24]=[CH:23][CH:22]=2)[CH:27]=[CH:28][C:19]=1[C:17](=[O:18])[CH3:16]. The catalyst class is: 420. (4) Reactant: [CH3:1][C:2]1[C:11]([CH3:12])=[C:10]([CH:13]=O)[C:9]([CH3:15])=[C:8]2[C:3]=1[CH:4]=[CH:5][CH:6]=[N:7]2.[C:16]1(P(C2C=CC=CC=2)C2C=CC=CC=2)C=CC=C[CH:17]=1.C([Li])CCC. Product: [CH3:1][C:2]1[C:11]([CH3:12])=[C:10](/[CH:13]=[CH:16]/[CH3:17])[C:9]([CH3:15])=[C:8]2[C:3]=1[CH:4]=[CH:5][CH:6]=[N:7]2. The catalyst class is: 11.